Dataset: Reaction yield outcomes from USPTO patents with 853,638 reactions. Task: Predict the reaction yield, written as a fraction of the theoretical maximum amount of product (1.0 means a 100% yield; for example, 0.34 means a 34% yield). (1) The reactants are [CH3:1][O:2][C:3](=[O:14])[CH:4]([NH2:13])[CH2:5][C:6]1[CH:11]=[CH:10][C:9]([OH:12])=[CH:8][CH:7]=1.[C:15](O[C:15]([O:17][C:18]([CH3:21])([CH3:20])[CH3:19])=[O:16])([O:17][C:18]([CH3:21])([CH3:20])[CH3:19])=[O:16].C(N(C(C)C)CC)(C)C. The catalyst is ClCCl. The product is [CH3:1][O:2][C:3](=[O:14])[CH:4]([NH:13][C:15]([O:17][C:18]([CH3:21])([CH3:20])[CH3:19])=[O:16])[CH2:5][C:6]1[CH:11]=[CH:10][C:9]([OH:12])=[CH:8][CH:7]=1. The yield is 0.860. (2) The reactants are [F:1][C:2]1[CH:3]=[C:4]2[C:9](=[CH:10][CH:11]=1)[NH:8][C:7](=[O:12])[C:6]([CH:13]([CH3:15])[CH3:14])=[C:5]2[O:16][CH2:17][C:18]([F:21])([F:20])[F:19].[Si:22](Cl)([C:25]([CH3:28])([CH3:27])[CH3:26])([CH3:24])[CH3:23].C(N(CC)CC)C. The catalyst is CN(C=O)C. The product is [Si:22]([O:12][C:7]1[C:6]([CH:13]([CH3:14])[CH3:15])=[C:5]([O:16][CH2:17][C:18]([F:19])([F:21])[F:20])[C:4]2[C:9](=[CH:10][CH:11]=[C:2]([F:1])[CH:3]=2)[N:8]=1)([C:25]([CH3:28])([CH3:27])[CH3:26])([CH3:24])[CH3:23]. The yield is 0.800. (3) The reactants are [CH2:1]1[C:5]2([CH2:10][CH2:9][NH:8][CH2:7][CH2:6]2)[CH2:4][CH2:3][N:2]1[C:11]([O:13][C:14]([CH3:17])([CH3:16])[CH3:15])=[O:12].Br[C:19]1[CH:24]=[CH:23][N:22]=[C:21]([C:25]([F:28])([F:27])[F:26])[CH:20]=1.C1C=CC(P(C2C(C3C(P(C4C=CC=CC=4)C4C=CC=CC=4)=CC=C4C=3C=CC=C4)=C3C(C=CC=C3)=CC=2)C2C=CC=CC=2)=CC=1. The catalyst is C1(C)C=CC=CC=1.CC([O-])=O.CC([O-])=O.[Pd+2]. The product is [F:26][C:25]([F:28])([F:27])[C:21]1[CH:20]=[C:19]([N:8]2[CH2:7][CH2:6][C:5]3([CH2:1][N:2]([C:11]([O:13][C:14]([CH3:17])([CH3:16])[CH3:15])=[O:12])[CH2:3][CH2:4]3)[CH2:10][CH2:9]2)[CH:24]=[CH:23][N:22]=1. The yield is 0.620. (4) The reactants are [CH3:1][CH:2]([S:4][CH:5]1[CH2:10][CH2:9][N:8]([C:11]([O:13][C:14]([CH3:17])([CH3:16])[CH3:15])=[O:12])[CH2:7][CH2:6]1)[CH3:3].ClC1C=CC=C(C(OO)=[O:26])C=1. The catalyst is C(Cl)Cl. The product is [CH3:3][CH:2]([S:4]([CH:5]1[CH2:6][CH2:7][N:8]([C:11]([O:13][C:14]([CH3:15])([CH3:17])[CH3:16])=[O:12])[CH2:9][CH2:10]1)=[O:26])[CH3:1]. The yield is 0.730. (5) The reactants are [H-].[Na+].[OH:3][C@H:4]1[CH2:8][CH2:7][NH:6][C:5]1=[O:9].Cl[C:11]1[N:16]=[CH:15][N:14]=[C:13]2[N:17]([C:20]3[CH:25]=[CH:24][CH:23]=[CH:22][C:21]=3[Cl:26])[N:18]=[CH:19][C:12]=12. The catalyst is C1COCC1.CN(C=O)C. The product is [Cl:26][C:21]1[CH:22]=[CH:23][CH:24]=[CH:25][C:20]=1[N:17]1[C:13]2=[N:14][CH:15]=[N:16][C:11]([O:3][C@H:4]3[CH2:8][CH2:7][NH:6][C:5]3=[O:9])=[C:12]2[CH:19]=[N:18]1. The yield is 0.248. (6) The reactants are Cl[C:2]1[N:11]=[CH:10][C:9]2[N:8]([CH3:12])[C:7](=[O:13])[C@@H:6]([CH2:14][CH3:15])[N:5]([CH:16]3[CH2:20][CH2:19][CH2:18][CH2:17]3)[C:4]=2[N:3]=1.[CH2:21]([O:23][C:24]1[CH:25]=[C:26]([CH:37]=[CH:38][C:39]=1[NH2:40])[C:27]([NH:29][CH:30]1[CH2:35][CH2:34][N:33]([CH3:36])[CH2:32][CH2:31]1)=[O:28])[CH3:22].C1(C)C=CC(S(O)(=O)=O)=CC=1. The catalyst is CC(C)CC(O)C. The product is [CH:16]1([N:5]2[C:4]3[N:3]=[C:2]([NH:40][C:39]4[CH:38]=[CH:37][C:26]([C:27]([NH:29][CH:30]5[CH2:31][CH2:32][N:33]([CH3:36])[CH2:34][CH2:35]5)=[O:28])=[CH:25][C:24]=4[O:23][CH2:21][CH3:22])[N:11]=[CH:10][C:9]=3[N:8]([CH3:12])[C:7](=[O:13])[C@H:6]2[CH2:14][CH3:15])[CH2:20][CH2:19][CH2:18][CH2:17]1. The yield is 0.240. (7) The reactants are [F:1][C:2]1[CH:10]=[CH:9][C:8]([CH:11]=[O:12])=[CH:7][C:3]=1[C:4]([OH:6])=O.S(Cl)(Cl)=O.[F:17][C:18]1[CH:19]=[C:20]([CH:51]=[C:52]([F:54])[CH:53]=1)[CH2:21][C:22]1[CH:23]=[C:24]2[C:28](=[CH:29][CH:30]=1)[N:27]([C:31]([C:44]1[CH:49]=[CH:48][CH:47]=[CH:46][CH:45]=1)([C:38]1[CH:43]=[CH:42][CH:41]=[CH:40][CH:39]=1)[C:32]1[CH:37]=[CH:36][CH:35]=[CH:34][CH:33]=1)[N:26]=[C:25]2[NH2:50].CCN(C(C)C)C(C)C. The catalyst is C1(C)C=CC=CC=1.C1COCC1. The product is [F:17][C:18]1[CH:19]=[C:20]([CH:51]=[C:52]([F:54])[CH:53]=1)[CH2:21][C:22]1[CH:23]=[C:24]2[C:28](=[CH:29][CH:30]=1)[N:27]([C:31]([C:44]1[CH:45]=[CH:46][CH:47]=[CH:48][CH:49]=1)([C:32]1[CH:37]=[CH:36][CH:35]=[CH:34][CH:33]=1)[C:38]1[CH:39]=[CH:40][CH:41]=[CH:42][CH:43]=1)[N:26]=[C:25]2[NH:50][C:4](=[O:6])[C:3]1[CH:7]=[C:8]([CH:11]=[O:12])[CH:9]=[CH:10][C:2]=1[F:1]. The yield is 0.790. (8) The reactants are [CH2:1]([O:8][C:9]1[CH:17]=[C:16]([O:18][CH2:19][C:20]2[CH:25]=[CH:24][CH:23]=[CH:22][CH:21]=2)[C:15]([C:26]([CH3:28])=[CH2:27])=[CH:14][C:10]=1[C:11]([OH:13])=O)[C:2]1[CH:7]=[CH:6][CH:5]=[CH:4][CH:3]=1.Br.[OH:30][C:31]1[CH:39]=[CH:38][CH:37]=[C:36]2[C:32]=1[CH2:33][NH:34][CH2:35]2.Cl.C(N=C=NCCCN(C)C)C.ON1C2C=CC=CC=2N=N1.C(N(CC)CC)C. The catalyst is CN(C)C=O. The product is [CH2:1]([O:8][C:9]1[CH:17]=[C:16]([O:18][CH2:19][C:20]2[CH:21]=[CH:22][CH:23]=[CH:24][CH:25]=2)[C:15]([C:26]([CH3:28])=[CH2:27])=[CH:14][C:10]=1[C:11]([N:34]1[CH2:33][C:32]2[C:36](=[CH:37][CH:38]=[CH:39][C:31]=2[OH:30])[CH2:35]1)=[O:13])[C:2]1[CH:7]=[CH:6][CH:5]=[CH:4][CH:3]=1. The yield is 0.960.